The task is: Predict the reaction yield, written as a fraction of the theoretical maximum amount of product (1.0 means a 100% yield; for example, 0.34 means a 34% yield).. This data is from Reaction yield outcomes from USPTO patents with 853,638 reactions. The reactants are [Li+].[Cl-].Br[C:4]1[CH:5]=[N:6][CH:7]=[C:8]([Br:10])[CH:9]=1.[CH2:11](Br)[CH:12]=[CH2:13]. No catalyst specified. The product is [CH2:13]([C:4]1[CH:5]=[N:6][CH:7]=[C:8]([Br:10])[CH:9]=1)[CH:12]=[CH2:11]. The yield is 0.930.